From a dataset of Reaction yield outcomes from USPTO patents with 853,638 reactions. Predict the reaction yield, written as a fraction of the theoretical maximum amount of product (1.0 means a 100% yield; for example, 0.34 means a 34% yield). (1) The catalyst is CO.C(Cl)Cl. The product is [C:1]([C:3]1[CH:4]=[C:5]2[C:9](=[CH:10][CH:11]=1)[CH:8]([OH:12])[CH2:7][CH2:6]2)#[N:2]. The reactants are [C:1]([C:3]1[CH:4]=[C:5]2[C:9](=[CH:10][CH:11]=1)[C:8](=[O:12])[CH2:7][CH2:6]2)#[N:2].[BH4-].[Na+]. The yield is 0.710. (2) The product is [Cl:1][C:2]1[CH:10]=[C:9]2[C:5]([CH:6]=[C:7]([C:11]([O:13][CH3:14])=[O:12])[N:8]2[CH2:18][C:19]#[N:20])=[CH:4][CH:3]=1. The catalyst is CN(C=O)C. The reactants are [Cl:1][C:2]1[CH:10]=[C:9]2[C:5]([CH:6]=[C:7]([C:11]([O:13][CH3:14])=[O:12])[NH:8]2)=[CH:4][CH:3]=1.[H-].[Na+].Cl[CH2:18][C:19]#[N:20]. The yield is 0.820. (3) The reactants are [CH3:1][CH:2]([CH3:8])[C@H:3]([NH:6][CH3:7])[CH2:4][OH:5].[F:9][C:10]1[CH:18]=[CH:17][C:13]([C:14](Cl)=[O:15])=[CH:12][C:11]=1[CH3:19].O. The catalyst is C(Cl)Cl. The product is [F:9][C:10]1[CH:18]=[CH:17][C:13]([C:14]([N:6]([C@@H:3]([CH:2]([CH3:8])[CH3:1])[CH2:4][OH:5])[CH3:7])=[O:15])=[CH:12][C:11]=1[CH3:19]. The yield is 0.850. (4) The reactants are N[C:2]1[C:6]([C:7]([OH:9])=O)=[CH:5][N:4]([C:10]2[N:19]=[CH:18][C:17]3[CH2:16][CH2:15][C:14]4[CH:20]=[C:21](OC)[CH:22]=[CH:23][C:13]=4[C:12]=3[N:11]=2)[N:3]=1.C([N:29](C(C)C)CC)(C)C.[CH3:35][N:36]1[CH2:41][CH2:40][N:39]([CH2:42][CH2:43][C:44]2[CH:49]=[CH:48][C:47]([NH2:50])=[CH:46][CH:45]=2)[CH2:38][CH2:37]1.CN([C:54]([O:58]N1N=NC2C=CC=CC1=2)=[N+](C)C)C.F[P-](F)(F)(F)(F)F. The catalyst is CN(C=O)C. The product is [CH3:35][N:36]1[CH2:41][CH2:40][N:39]([CH2:42][CH2:43][C:44]2[CH:45]=[CH:46][C:47]([NH:50][C:7]([C:6]3[CH:2]=[N:3][N:4]([C:10]4[N:19]=[CH:18][C:17]5[CH2:16][CH2:15][C:14]6[C:20]([O:58][CH3:54])=[CH:21][CH:22]=[CH:23][C:13]=6[C:12]=5[N:11]=4)[C:5]=3[NH2:29])=[O:9])=[CH:48][CH:49]=2)[CH2:38][CH2:37]1. The yield is 0.190. (5) The reactants are [C:1]([O:13][CH3:14])(=[O:12])[CH2:2][CH2:3][CH2:4][CH2:5][CH2:6][CH2:7][CH2:8][C:9]([O-:11])=O.CN(C)C=O.C(Cl)(=O)C(Cl)=O.[CH2:26]([Mg]Br)[CH2:27][CH2:28][CH2:29][CH2:30][CH2:31][CH3:32].Cl. The catalyst is C1(C)C=CC=CC=1.[Fe+3].O1CCCC1. The product is [O:11]=[C:9]([CH2:26][CH2:27][CH2:28][CH2:29][CH2:30][CH2:31][CH3:32])[CH2:8][CH2:7][CH2:6][CH2:5][CH2:4][CH2:3][CH2:2][C:1]([O:13][CH3:14])=[O:12]. The yield is 0.780. (6) The reactants are [CH3:1][C:2]1[CH:7]=[C:6]([CH3:8])[CH:5]=[CH:4][C:3]=1[C:9]1[C:18]2[O:17][CH:16]([CH3:19])[C:15](=[O:20])[NH:14][C:13]=2[CH:12]=[CH:11][CH:10]=1.[H-].[Na+].Br[CH:24]([CH2:28][CH2:29][CH3:30])[CH2:25][CH2:26][CH3:27]. The catalyst is CN(C)C=O.O. The product is [CH3:1][C:2]1[CH:7]=[C:6]([CH3:8])[CH:5]=[CH:4][C:3]=1[C:9]1[C:18]2[O:17][CH:16]([CH3:19])[C:15](=[O:20])[N:14]([CH:24]([CH2:28][CH2:29][CH3:30])[CH2:25][CH2:26][CH3:27])[C:13]=2[CH:12]=[CH:11][CH:10]=1. The yield is 0.300. (7) The reactants are C([O-])([O-])=O.[K+].[K+].[C:7]([NH:14][CH:15]([CH2:18][OH:19])[CH2:16][OH:17])([O:9][C:10]([CH3:13])([CH3:12])[CH3:11])=[O:8].[N+]([C:23]1[CH:30]=[CH:29][CH:28]=[C:25]([C:26]#[N:27])[C:24]=1[C:31]#[N:32])([O-])=O. The catalyst is CS(C)=O.CC#N.C1C=CC=CC=1. The product is [C:31](#[N:32])[C:24]1[C:25](=[CH:28][CH:29]=[CH:30][CH:23]=1)[C:26]#[N:27].[C:31](#[N:32])[C:24]1[C:25](=[CH:28][CH:29]=[CH:30][CH:23]=1)[C:26]#[N:27].[C:7]([NH:14][CH:15]([CH2:16][OH:17])[CH2:18][OH:19])([O:9][C:10]([CH3:12])([CH3:13])[CH3:11])=[O:8]. The yield is 0.700.